This data is from Cav3 T-type calcium channel HTS with 100,875 compounds. The task is: Binary Classification. Given a drug SMILES string, predict its activity (active/inactive) in a high-throughput screening assay against a specified biological target. (1) The drug is O(C(=O)c1c(NCCCN(C)C)c2c(n(nc2)C)nc1)CC. The result is 0 (inactive). (2) The drug is Brc1cc(S(=O)(=O)N2CCN(CC2)C(OCC)=O)c2N(CCc2c1)C(=O)CC. The result is 0 (inactive). (3) The result is 0 (inactive). The compound is s1nnc(C(=O)N\N=C\c2cc(ccc2)C)c1. (4) The drug is s1c(C(=O)n2nc(nc2NCc2ccc(F)cc2)c2ccccc2)ccc1. The result is 0 (inactive).